From a dataset of Forward reaction prediction with 1.9M reactions from USPTO patents (1976-2016). Predict the product of the given reaction. (1) Given the reactants [CH3:1][O:2][C:3](=[O:45])[NH:4][C@H:5]([C:10]([NH:12][N:13]([CH2:37][C:38]1[CH:43]=[CH:42][CH:41]=[C:40](Br)[CH:39]=1)[CH2:14][C@:15]([OH:36])([C:23](=[O:35])[NH:24][C@H:25]1[C:33]2[C:28](=[CH:29][CH:30]=[CH:31][CH:32]=2)[CH2:27][C@H:26]1[OH:34])[CH2:16][C:17]1[CH:22]=[CH:21][CH:20]=[CH:19][CH:18]=1)=[O:11])[C:6]([CH3:9])([CH3:8])[CH3:7].[C:46]([C:48]1[CH:53]=[CH:52][CH:51]=[CH:50][N:49]=1)#[CH:47].N(CC)CC.CN(C=O)C, predict the reaction product. The product is: [CH3:1][O:2][C:3](=[O:45])[NH:4][C@H:5]([C:10]([NH:12][N:13]([CH2:14][C@:15]([OH:36])([C:23](=[O:35])[NH:24][C@H:25]1[C:33]2[C:28](=[CH:29][CH:30]=[CH:31][CH:32]=2)[CH2:27][C@H:26]1[OH:34])[CH2:16][C:17]1[CH:22]=[CH:21][CH:20]=[CH:19][CH:18]=1)[CH2:37][C:38]1[CH:43]=[CH:42][CH:41]=[C:40]([C:47]#[C:46][C:48]2[CH:53]=[CH:52][CH:51]=[CH:50][N:49]=2)[CH:39]=1)=[O:11])[C:6]([CH3:9])([CH3:8])[CH3:7]. (2) The product is: [Cl:23][C:17]1[C:18]([Cl:22])=[CH:19][CH:20]=[CH:21][C:16]=1[S:13]([NH:12][C:9]1[N:10]=[CH:11][C:6]([S:5][CH2:4][C:3]([OH:26])=[O:2])=[N:7][C:8]=1[O:24][CH3:25])(=[O:15])=[O:14]. Given the reactants C[O:2][C:3](=[O:26])[CH2:4][S:5][C:6]1[CH:11]=[N:10][C:9]([NH:12][S:13]([C:16]2[CH:21]=[CH:20][CH:19]=[C:18]([Cl:22])[C:17]=2[Cl:23])(=[O:15])=[O:14])=[C:8]([O:24][CH3:25])[N:7]=1.[OH-].[Li+], predict the reaction product.